Dataset: Forward reaction prediction with 1.9M reactions from USPTO patents (1976-2016). Task: Predict the product of the given reaction. (1) Given the reactants [NH:1]([CH2:5][CH2:6][OH:7])[CH2:2][CH2:3][OH:4].[CH3:8][C:9]1[CH:16]=[CH:15][C:12]([CH2:13]Br)=[CH:11][CH:10]=1, predict the reaction product. The product is: [OH:4][CH2:3][CH2:2][N:1]([CH2:8][C:9]1[CH:16]=[CH:15][C:12]([CH3:13])=[CH:11][CH:10]=1)[CH2:5][CH2:6][OH:7]. (2) Given the reactants [Cl:1][C:2]1[C:3]([NH:15][C:16]2[CH:21]=[CH:20][C:19]([N:22]3[CH2:27][CH2:26][P:25]([CH3:29])(=[O:28])[CH2:24][CH2:23]3)=[CH:18][C:17]=2[O:30][CH3:31])=[N:4][C:5]([NH:8][CH2:9]C2SC=CC=2)=[N:6][CH:7]=1.[F:32][C:33]1[CH:45]=[CH:44][C:36]([CH2:37][N:38]2[CH:42]=C[C:40](N)=[CH:39]2)=[CH:35][CH:34]=1, predict the reaction product. The product is: [Cl:1][C:2]1[C:3]([NH:15][C:16]2[CH:21]=[CH:20][C:19]([N:22]3[CH2:27][CH2:26][P:25]([CH3:29])(=[O:28])[CH2:24][CH2:23]3)=[CH:18][C:17]=2[O:30][CH3:31])=[N:4][C:5]([NH:8][C:9]2[CH:40]=[CH:39][N:38]([CH2:37][C:36]3[CH:35]=[CH:34][C:33]([F:32])=[CH:45][CH:44]=3)[CH:42]=2)=[N:6][CH:7]=1. (3) Given the reactants [Br-].[CH2:2]([N+:4]([CH2:7][CH2:8][OH:9])([CH3:6])[CH3:5])[CH3:3].[F:10][S:11]([N-:14][S:15]([C:18]([F:21])([F:20])[F:19])(=[O:17])=[O:16])(=[O:13])=[O:12].[Li+], predict the reaction product. The product is: [F:10][S:11]([N-:14][S:15]([C:18]([F:21])([F:19])[F:20])(=[O:16])=[O:17])(=[O:13])=[O:12].[CH2:2]([N+:4]([CH2:7][CH2:8][OH:9])([CH3:6])[CH3:5])[CH3:3]. (4) Given the reactants F[C:2]1[CH:3]=[C:4]2[C:8](=[CH:9][CH:10]=1)[N:7]([CH2:11][C:12]([O:14][CH3:15])=[O:13])[C:6]([CH3:16])=[CH:5]2.CC1NC2C(C=1)=CC=CC=2.[H-].[Na+].BrCC(OC)=O, predict the reaction product. The product is: [CH3:16][C:6]1[N:7]([CH2:11][C:12]([O:14][CH3:15])=[O:13])[C:8]2[C:4]([CH:5]=1)=[CH:3][CH:2]=[CH:10][CH:9]=2. (5) Given the reactants [CH2:1]([C:3]1[CH:8]=[CH:7][C:6]([CH:9]2[CH2:14][N:13]([C:15]([O:17]C3C=CC([N+]([O-])=O)=CC=3)=O)[CH2:12][CH:11]([C:27]([O:29][CH3:30])=[O:28])[CH2:10]2)=[CH:5][CH:4]=1)[CH3:2].Cl.[OH:32][CH:33]1[CH2:36][NH:35][CH2:34]1.C(=O)([O-])[O-].[K+].[K+], predict the reaction product. The product is: [CH2:1]([C:3]1[CH:4]=[CH:5][C:6]([CH:9]2[CH2:14][N:13]([C:15]([N:35]3[CH2:36][CH:33]([OH:32])[CH2:34]3)=[O:17])[CH2:12][CH:11]([C:27]([O:29][CH3:30])=[O:28])[CH2:10]2)=[CH:7][CH:8]=1)[CH3:2]. (6) Given the reactants [F:1][C:2]1[CH:3]=[CH:4][CH:5]=[C:6]2[C:11]=1[N:10]=[CH:9][CH:8]=[C:7]2[NH:12][C:13]([NH:15][C:16]1[CH:21]=[CH:20][CH:19]=[C:18](I)[N:17]=1)=[O:14].CC1(C)C(C)(C)OB(C2CCN(C(OC(C)(C)C)=O)CC=2)O1.[O:45]1[CH2:50][CH:49]=[C:48](B2OC(C)(C)C(C)(C)O2)[CH2:47][CH2:46]1, predict the reaction product. The product is: [O:45]1[CH2:46][CH:47]=[C:48]([C:18]2[N:17]=[C:16]([NH:15][C:13]([NH:12][C:7]3[C:6]4[C:11](=[C:2]([F:1])[CH:3]=[CH:4][CH:5]=4)[N:10]=[CH:9][CH:8]=3)=[O:14])[CH:21]=[CH:20][CH:19]=2)[CH2:49][CH2:50]1. (7) Given the reactants [CH3:1][O:2][C:3]1[CH:4]=[C:5]([C:18]2[CH:19]=[C:20]([C:25]3[CH:30]=[C:29]([C:31]4[CH:32]=[N:33][N:34]([CH3:36])[CH:35]=4)[N:28]=[CH:27][C:26]=3[NH2:37])[C:21](F)=[N:22][CH:23]=2)[CH:6]=[C:7]([O:16][CH3:17])[C:8]=1[CH2:9][N:10]1[CH2:15][CH2:14][CH2:13][CH2:12][CH2:11]1.C[Si]([N-][Si](C)(C)C)(C)C.[Na+], predict the reaction product. The product is: [CH3:1][O:2][C:3]1[CH:4]=[C:5]([C:18]2[CH:23]=[N:22][C:21]3[NH:37][C:26]4[CH:27]=[N:28][C:29]([C:31]5[CH:32]=[N:33][N:34]([CH3:36])[CH:35]=5)=[CH:30][C:25]=4[C:20]=3[CH:19]=2)[CH:6]=[C:7]([O:16][CH3:17])[C:8]=1[CH2:9][N:10]1[CH2:15][CH2:14][CH2:13][CH2:12][CH2:11]1. (8) Given the reactants [C:1]1([NH:7][C:8]2[O:9][C:10]3[C:11](=[C:13]([C:17]([OH:19])=O)[CH:14]=[CH:15][CH:16]=3)[N:12]=2)[CH:6]=[CH:5][CH:4]=[CH:3][CH:2]=1.Cl.Cl.[NH2:22][C@H:23]1[CH:28]2[CH2:29][CH2:30][N:25]([CH2:26][CH2:27]2)[CH2:24]1, predict the reaction product. The product is: [N:25]12[CH2:24][C@@H:23]([NH:22][C:17]([C:13]3[CH:14]=[CH:15][CH:16]=[C:10]4[O:9][C:8]([NH:7][C:1]5[CH:2]=[CH:3][CH:4]=[CH:5][CH:6]=5)=[N:12][C:11]=34)=[O:19])[CH:28]([CH2:29][CH2:30]1)[CH2:27][CH2:26]2. (9) Given the reactants C([SiH2][O:6][C:7](C)(C)[C:8]1[CH:48]=[CH:47][C:11]2[N:12]([CH:41]3[CH2:46][CH2:45][CH2:44][CH2:43][CH2:42]3)[C:13]([NH:15][C:16]3[C:24]4[C:19](=[CH:20][CH:21]=[C:22]([C:25]5[CH:26]=[N:27][CH:28]=[CH:29][C:30]=5[O:31][CH3:32])[CH:23]=4)[N:18](COCC[Si](C)(C)C)[N:17]=3)=[N:14][C:10]=2[CH:9]=1)(C)(C)C.Cl, predict the reaction product. The product is: [CH:41]1([N:12]2[C:11]3[CH:47]=[CH:48][C:8]([CH2:7][OH:6])=[CH:9][C:10]=3[N:14]=[C:13]2[NH:15][C:16]2[C:24]3[C:19](=[CH:20][CH:21]=[C:22]([C:25]4[CH:26]=[N:27][CH:28]=[CH:29][C:30]=4[O:31][CH3:32])[CH:23]=3)[NH:18][N:17]=2)[CH2:46][CH2:45][CH2:44][CH2:43][CH2:42]1. (10) Given the reactants [CH3:1][C:2]1[CH:7]=[CH:6][C:5]([S:8]([NH:11][CH2:12][C:13]#[CH:14])(=[O:10])=[O:9])=[CH:4][CH:3]=1.C([O-])([O-])=O.[K+].[K+].Br[CH2:22]/[CH:23]=[CH:24]/[C:25]1[CH:30]=[CH:29][CH:28]=[CH:27][C:26]=1[Cl:31], predict the reaction product. The product is: [Cl:31][C:26]1[CH:27]=[CH:28][CH:29]=[CH:30][C:25]=1[CH:24]=[CH:23][CH2:22][N:11]([CH2:12][C:13]#[CH:14])[S:8]([C:5]1[CH:6]=[CH:7][C:2]([CH3:1])=[CH:3][CH:4]=1)(=[O:10])=[O:9].